From a dataset of Reaction yield outcomes from USPTO patents with 853,638 reactions. Predict the reaction yield, written as a fraction of the theoretical maximum amount of product (1.0 means a 100% yield; for example, 0.34 means a 34% yield). (1) The reactants are Br[C:2]1[CH:7]=[CH:6][C:5]([NH:8][C:9]([NH:11][OH:12])=[O:10])=[CH:4][CH:3]=1.[F:13][C:14]([F:25])([F:24])[C:15]1[CH:20]=[CH:19][C:18](B(O)O)=[CH:17][CH:16]=1.C(=O)(O)[O-].[Na+]. The catalyst is C(=O)([O-])[O-].[K+].[K+].O1CCOCC1.C1C=CC([P]([Pd]([P](C2C=CC=CC=2)(C2C=CC=CC=2)C2C=CC=CC=2)([P](C2C=CC=CC=2)(C2C=CC=CC=2)C2C=CC=CC=2)[P](C2C=CC=CC=2)(C2C=CC=CC=2)C2C=CC=CC=2)(C2C=CC=CC=2)C2C=CC=CC=2)=CC=1. The product is [OH:12][NH:11][C:9]([NH:8][C:5]1[CH:6]=[CH:7][C:2]([C:18]2[CH:19]=[CH:20][C:15]([C:14]([F:25])([F:24])[F:13])=[CH:16][CH:17]=2)=[CH:3][CH:4]=1)=[O:10]. The yield is 0.550. (2) The reactants are [C-]#N.[Na+].[CH3:4][O:5][C:6]1[CH:11]=[CH:10][C:9]([CH2:12][C:13]#[N:14])=[CH:8][CH:7]=1.[O:15]1[CH2:20][CH2:19][CH2:18][CH2:17][CH:16]1[O:21][C:22]1[CH:29]=[CH:28][C:25]([CH:26]=O)=[CH:24][CH:23]=1.COC(C1C=CC=CC=1)[C:33]#[N:34]. The catalyst is CO.O. The product is [CH3:4][O:5][C:6]1[CH:11]=[CH:10][C:9]([CH:12]([CH:26]([C:25]2[CH:28]=[CH:29][C:22]([O:21][CH:16]3[CH2:17][CH2:18][CH2:19][CH2:20][O:15]3)=[CH:23][CH:24]=2)[C:33]#[N:34])[C:13]#[N:14])=[CH:8][CH:7]=1. The yield is 0.710. (3) The reactants are OC1C(=O)NN=C(CCC2C=CC=CC=2)C=1.C([O:24][C:25]1[N:26]=[N:27][C:28]([CH2:39][C:40]2[CH:45]=[C:44]([C:46]([F:49])([F:48])[F:47])[CH:43]=[C:42]([C:50]([F:53])([F:52])[F:51])[CH:41]=2)=[CH:29][C:30]=1[O:31]CC1C=CC=CC=1)C1C=CC=CC=1.O1CCCC1. The catalyst is C(OCC)(=O)C. The product is [F:49][C:46]([F:47])([F:48])[C:44]1[CH:45]=[C:40]([CH2:39][C:28]2[CH:29]=[C:30]([OH:31])[C:25](=[O:24])[NH:26][N:27]=2)[CH:41]=[C:42]([C:50]([F:51])([F:53])[F:52])[CH:43]=1. The yield is 0.270. (4) The reactants are [H-].[H-].[H-].[H-].[Li+].[Al+3].[CH2:7]([N:14]1[CH2:19][CH2:18][NH:17][C@@H:16]([CH2:20][CH3:21])[C:15]1=O)[C:8]1[CH:13]=[CH:12][CH:11]=[CH:10][CH:9]=1. The catalyst is C1COCC1. The product is [CH2:7]([N:14]1[CH2:19][CH2:18][NH:17][C@@H:16]([CH2:20][CH3:21])[CH2:15]1)[C:8]1[CH:9]=[CH:10][CH:11]=[CH:12][CH:13]=1. The yield is 0.870. (5) The reactants are [N-]=[C:2]=O.[I:4][C:5]1[CH:11]=[CH:10][C:8]([NH2:9])=[C:7]([N+:12]([O-:14])=[O:13])[CH:6]=1.[O:15]=[C:16](Cl)[O:17]C(Cl)(Cl)Cl.C(O)[CH2:24][CH2:25][CH3:26]. The catalyst is CCOC(C)=O.C(Cl)Cl. The product is [C:25]([O:17][C:16](=[O:15])[NH:9][C:8]1[CH:10]=[CH:11][C:5]([I:4])=[CH:6][C:7]=1[N+:12]([O-:14])=[O:13])([CH3:24])([CH3:26])[CH3:2]. The yield is 0.820. (6) The reactants are [NH2:1][CH2:2][C:3]1[C:4]([NH:12][C:13]2[C:18]([F:19])=[CH:17][CH:16]=[CH:15][C:14]=2[F:20])=[N:5][C:6]([S:10][CH3:11])=[N:7][C:8]=1[Cl:9].[C:21](C1NC=CN=1)(C1NC=CN=1)=[O:22]. The catalyst is C(Cl)Cl. The product is [Cl:9][C:8]1[N:7]=[C:6]([S:10][CH3:11])[N:5]=[C:4]2[N:12]([C:13]3[C:14]([F:20])=[CH:15][CH:16]=[CH:17][C:18]=3[F:19])[C:21](=[O:22])[NH:1][CH2:2][C:3]=12. The yield is 0.810.